Dataset: Forward reaction prediction with 1.9M reactions from USPTO patents (1976-2016). Task: Predict the product of the given reaction. (1) Given the reactants [CH2:1]([O:3][C:4](=[O:23])[C:5]([O:8][C:9]1[CH:14]=[CH:13][CH:12]=[C:11]([NH:15]C(OC(C)(C)C)=O)[CH:10]=1)([CH3:7])[CH3:6])[CH3:2].C(O)(C(F)(F)F)=O, predict the reaction product. The product is: [CH2:1]([O:3][C:4](=[O:23])[C:5]([O:8][C:9]1[CH:14]=[CH:13][CH:12]=[C:11]([NH2:15])[CH:10]=1)([CH3:7])[CH3:6])[CH3:2]. (2) Given the reactants [F:1][C:2]1[CH:10]=[C:9]([F:11])[CH:8]=[C:7]2[C:3]=1[C:4](=[O:13])C(=O)[NH:6]2.[OH-:14].[Na+], predict the reaction product. The product is: [NH2:6][C:7]1[CH:8]=[C:9]([F:11])[CH:10]=[C:2]([F:1])[C:3]=1[C:4]([OH:13])=[O:14]. (3) Given the reactants [F:1][C:2]1[CH:20]=[CH:19][C:5]([CH2:6][C:7]2[CH:8]=[N:9][C:10]3[N:11]([N:13]=[CH:14][C:15]=3[C:16](Cl)=[O:17])[CH:12]=2)=[CH:4][C:3]=1[C:21]([F:24])([F:23])[F:22].[OH:25][CH2:26][CH2:27][NH:28][C:29](=[O:31])[CH3:30], predict the reaction product. The product is: [F:1][C:2]1[CH:20]=[CH:19][C:5]([CH2:6][C:7]2[CH:8]=[N:9][C:10]3[N:11]([N:13]=[CH:14][C:15]=3[C:16]([O:25][CH2:26][CH2:27][NH:28][C:29](=[O:31])[CH3:30])=[O:17])[CH:12]=2)=[CH:4][C:3]=1[C:21]([F:24])([F:23])[F:22]. (4) Given the reactants [C:1]([C:5]1[N:6]=[C:7]([N:16]2[CH2:20][CH2:19][C:18]([F:22])([F:21])[CH2:17]2)[C:8]2[C:9](=[N:11][N:12]([CH2:14][CH3:15])[N:13]=2)[N:10]=1)([CH3:4])([CH3:3])[CH3:2].[C:23]([C:27]1[N:28]=[C:29](N2CCC(F)(F)C2)[C:30]2N=NNC=2N=1)(C)(C)C.Br.BrCC1C=CN=CC=1, predict the reaction product. The product is: [C:1]([C:5]1[N:6]=[C:7]([N:16]2[CH2:20][CH2:19][C:18]([F:21])([F:22])[CH2:17]2)[C:8]2[C:9](=[N:11][N:12]([CH2:14][C:15]3[CH:30]=[CH:29][N:28]=[CH:27][CH:23]=3)[N:13]=2)[N:10]=1)([CH3:2])([CH3:3])[CH3:4].